The task is: Regression. Given a peptide amino acid sequence and an MHC pseudo amino acid sequence, predict their binding affinity value. This is MHC class II binding data.. This data is from Peptide-MHC class II binding affinity with 134,281 pairs from IEDB. (1) The peptide sequence is ASDVETAEGGEIHELLRLQ. The MHC is HLA-DPA10201-DPB10501 with pseudo-sequence HLA-DPA10201-DPB10501. The binding affinity (normalized) is 0.163. (2) The peptide sequence is EKKYFAATQGEPLAA. The MHC is HLA-DPA10301-DPB10402 with pseudo-sequence HLA-DPA10301-DPB10402. The binding affinity (normalized) is 0.650. (3) The peptide sequence is SQTEVKEEGKEELQE. The MHC is DRB3_0301 with pseudo-sequence DRB3_0301. The binding affinity (normalized) is 0. (4) The peptide sequence is GELQIVDKIDSAFKI. The MHC is DRB1_0701 with pseudo-sequence DRB1_0701. The binding affinity (normalized) is 0.825. (5) The binding affinity (normalized) is 0.331. The peptide sequence is AEMKTDAATLAQEAG. The MHC is HLA-DQA10102-DQB10602 with pseudo-sequence HLA-DQA10102-DQB10602.